This data is from Catalyst prediction with 721,799 reactions and 888 catalyst types from USPTO. The task is: Predict which catalyst facilitates the given reaction. (1) Reactant: [N+:1]([C:4]1[CH:5]=[C:6]([NH2:14])[C:7]([NH2:13])=[CH:8][C:9]=1[N+:10]([O-:12])=[O:11])([O-:3])=[O:2].[F:15][C:16]([F:23])([F:22])[CH:17]([OH:21])[C:18](O)=O.Cl.C(=O)(O)[O-].[Na+]. Product: [N+:1]([C:4]1[C:9]([N+:10]([O-:12])=[O:11])=[CH:8][C:7]2[NH:13][C:18]([CH:17]([OH:21])[C:16]([F:23])([F:22])[F:15])=[N:14][C:6]=2[CH:5]=1)([O-:3])=[O:2]. The catalyst class is: 69. (2) Reactant: [C:1]([C:4]1[C:13](=[O:14])[C:12]2[C:7](=[CH:8][CH:9]=[CH:10][CH:11]=2)[NH:6][CH:5]=1)(=[O:3])[CH3:2].C([O-])([O-])=O.[K+].[K+].[F:21][C:22]1[CH:27]=[CH:26][C:25]([CH2:28]Br)=[CH:24][CH:23]=1.O. Product: [F:21][C:22]1[CH:27]=[CH:26][C:25]([CH2:28][N:6]2[C:7]3[C:12](=[CH:11][CH:10]=[CH:9][CH:8]=3)[C:13](=[O:14])[C:4]([C:1](=[O:3])[CH3:2])=[CH:5]2)=[CH:24][CH:23]=1. The catalyst class is: 3. (3) Reactant: [F:1][C:2]([F:17])([F:16])[C:3]1[CH:8]=[CH:7][C:6]([C:9]2[CH:10]=[CH:11][C:12]([NH2:15])=[N:13][CH:14]=2)=[CH:5][CH:4]=1.C1C(=O)N([Br:25])C(=O)C1.C([O-])(O)=O.[Na+]. Product: [Br:25][C:11]1[C:12]([NH2:15])=[N:13][CH:14]=[C:9]([C:6]2[CH:5]=[CH:4][C:3]([C:2]([F:1])([F:16])[F:17])=[CH:8][CH:7]=2)[CH:10]=1. The catalyst class is: 10. (4) Reactant: [OH:1][C:2]1[N:3](C(OC(C)(C)C)=O)[C:4]([C:7]([O:9][CH3:10])=[O:8])=[N:5][N:6]=1.[CH3:18][O:19][CH2:20][CH2:21]O.CCOC(/N=N/C(OCC)=O)=O.C1C=CC(P(C2C=CC=CC=2)C2C=CC=CC=2)=CC=1. Product: [CH3:18][O:19][CH2:20][CH2:21][O:1][C:2]1[NH:3][C:4]([C:7]([O:9][CH3:10])=[O:8])=[N:5][N:6]=1. The catalyst class is: 1. (5) Reactant: C([O:3][P:4]([CH2:9][CH2:10][NH:11][CH2:12][C:13]([CH3:36])=[CH:14][CH2:15][C:16]1[C:17]([O:29]CC[Si](C)(C)C)=[C:18]2[C:22](=[C:23]([CH3:27])[C:24]=1[O:25][CH3:26])[CH2:21][O:20][C:19]2=[O:28])(=[O:8])[O:5]CC)C.C[Si](Br)(C)C.N1[C:47]([CH3:48])=[CH:46][CH:45]=[CH:44][C:43]=1[CH3:49]. Product: [CH2:49]([N:11]([CH2:12][C:13]([CH3:36])=[CH:14][CH2:15][C:16]1[C:17]([OH:29])=[C:18]2[C:22](=[C:23]([CH3:27])[C:24]=1[O:25][CH3:26])[CH2:21][O:20][C:19]2=[O:28])[CH2:10][CH2:9][P:4](=[O:8])([OH:5])[OH:3])[C:43]1[CH:48]=[CH:47][CH:46]=[CH:45][CH:44]=1. The catalyst class is: 10. (6) Reactant: [NH:1]1[CH:5]=[C:4]([C:6]([OH:8])=[O:7])[N:3]=[CH:2]1.F[C:10]1[CH:17]=[CH:16][C:13]([C:14]#[N:15])=[CH:12][C:11]=1[F:18].C(N(CC)C(C)C)(C)C. Product: [C:14]([C:13]1[CH:16]=[CH:17][C:10]([N:1]2[CH:5]=[C:4]([C:6]([OH:8])=[O:7])[N:3]=[CH:2]2)=[C:11]([F:18])[CH:12]=1)#[N:15]. The catalyst class is: 9.